This data is from Forward reaction prediction with 1.9M reactions from USPTO patents (1976-2016). The task is: Predict the product of the given reaction. (1) Given the reactants [CH2:1]1[CH:6]2[CH2:7][C:8]3([NH2:11])[CH2:10][CH:4]([CH2:5]2)[CH2:3][CH:2]1[CH2:9]3.Cl[CH2:13][C:14]1[N:18]=[C:17]([CH2:19][C:20]2[CH:25]=[CH:24][C:23]([O:26][CH3:27])=[C:22]([O:28][CH3:29])[CH:21]=2)[O:16][N:15]=1, predict the reaction product. The product is: [CH3:29][O:28][C:22]1[CH:21]=[C:20]([CH:25]=[CH:24][C:23]=1[O:26][CH3:27])[CH2:19][C:17]1[O:16][N:15]=[C:14]([CH2:13][NH:11][C:8]23[CH2:10][CH:4]4[CH2:5][CH:6]([CH2:1][CH:2]([CH2:3]4)[CH2:9]2)[CH2:7]3)[N:18]=1. (2) The product is: [NH2:20][C:17]1[CH:16]=[CH:15][C:14]([O:13][C:11]2[CH:10]=[CH:9][N:8]=[C:7]([NH:6][C:1](=[O:5])[CH2:2][CH2:3][CH3:4])[CH:12]=2)=[CH:19][CH:18]=1. Given the reactants [C:1]([NH:6][C:7]1[CH:12]=[C:11]([O:13][C:14]2[CH:19]=[CH:18][C:17]([N+:20]([O-])=O)=[CH:16][CH:15]=2)[CH:10]=[CH:9][N:8]=1)(=[O:5])[CH2:2][CH2:3][CH3:4].[Cl-].[NH4+].C(O)C.CN(C)C=O, predict the reaction product. (3) Given the reactants [OH:1][C:2]1[CH:7]=[CH:6][C:5]([CH2:8][CH2:9][C:10]([O:12][CH3:13])=[O:11])=[CH:4][CH:3]=1.[CH2:14]([C:16]1[CH:21]=[CH:20][CH:19]=[C:18]([CH2:22][CH3:23])[C:17]=1[C:24]1[CH:29]=[CH:28][CH:27]=[C:26]([CH2:30]O)[CH:25]=1)[CH3:15], predict the reaction product. The product is: [CH2:14]([C:16]1[CH:21]=[CH:20][CH:19]=[C:18]([CH2:22][CH3:23])[C:17]=1[C:24]1[CH:29]=[CH:28][CH:27]=[C:26]([CH2:30][O:1][C:2]2[CH:3]=[CH:4][C:5]([CH2:8][CH2:9][C:10]([O:12][CH3:13])=[O:11])=[CH:6][CH:7]=2)[CH:25]=1)[CH3:15]. (4) Given the reactants C(NC(C)C)(C)C.C([Li])CCC.[C:13]([O:17][C:18]([N:20]1[CH2:25][CH2:24][C:23](=[O:26])[CH2:22][CH2:21]1)=[O:19])([CH3:16])([CH3:15])[CH3:14].C1C=CC(N([S:34]([C:37]([F:40])([F:39])[F:38])(=[O:36])=[O:35])[S:34]([C:37]([F:40])([F:39])[F:38])(=[O:36])=[O:35])=CC=1, predict the reaction product. The product is: [F:38][C:37]([F:40])([F:39])[S:34]([O:26][C:23]1[CH2:24][CH2:25][N:20]([C:18]([O:17][C:13]([CH3:16])([CH3:14])[CH3:15])=[O:19])[CH2:21][CH:22]=1)(=[O:36])=[O:35]. (5) Given the reactants [CH2:1]([O:3][C:4](=[O:18])[CH2:5][C:6]1[N:14]2[C:9]([CH:10]=[C:11]([C:15]#[N:16])[CH:12]=[CH:13]2)=[CH:8][C:7]=1[CH3:17])[CH3:2].[CH3:19][S:20]([C:23]1[CH:28]=[CH:27][C:26]([S:29][S:29][C:26]2[CH:27]=[CH:28][C:23]([S:20]([CH3:19])(=[O:22])=[O:21])=[CH:24][CH:25]=2)=[CH:25][CH:24]=1)(=[O:22])=[O:21], predict the reaction product. The product is: [CH2:1]([O:3][C:4](=[O:18])[CH2:5][C:6]1[N:14]2[C:9]([CH:10]=[C:11]([C:15]#[N:16])[CH:12]=[CH:13]2)=[C:8]([S:29][C:26]2[CH:27]=[CH:28][C:23]([S:20]([CH3:19])(=[O:22])=[O:21])=[CH:24][CH:25]=2)[C:7]=1[CH3:17])[CH3:2]. (6) Given the reactants [CH2:1]1[CH:5]2[CH2:6][NH:7][CH2:8][CH:4]2[CH2:3][N:2]1[C:9]1[CH:18]=[N:17][C:16]2[C:11](=[CH:12][CH:13]=[CH:14][CH:15]=2)[N:10]=1.[Br:19][C:20]1[CH:28]=[CH:27][CH:26]=[CH:25][C:21]=1[C:22](O)=[O:23], predict the reaction product. The product is: [Br:19][C:20]1[CH:28]=[CH:27][CH:26]=[CH:25][C:21]=1[C:22]([N:7]1[CH2:6][CH:5]2[CH2:1][N:2]([C:9]3[CH:18]=[N:17][C:16]4[C:11](=[CH:12][CH:13]=[CH:14][CH:15]=4)[N:10]=3)[CH2:3][CH:4]2[CH2:8]1)=[O:23]. (7) Given the reactants [CH2:1]([C:8]1[O:9][C:10]([CH3:29])=[C:11]([CH3:28])[C:12]=1[C:13]([C:15]1[CH:20]=[CH:19][C:18]([O:21]C)=[C:17]([CH:23]2[CH2:27][CH2:26][CH2:25][CH2:24]2)[CH:16]=1)=[O:14])[C:2]1[CH:7]=[CH:6][CH:5]=[CH:4][CH:3]=1.B(Br)(Br)Br.C(Cl)Cl, predict the reaction product. The product is: [CH2:1]([C:8]1[O:9][C:10]([CH3:29])=[C:11]([CH3:28])[C:12]=1[C:13]([C:15]1[CH:20]=[CH:19][C:18]([OH:21])=[C:17]([CH:23]2[CH2:27][CH2:26][CH2:25][CH2:24]2)[CH:16]=1)=[O:14])[C:2]1[CH:3]=[CH:4][CH:5]=[CH:6][CH:7]=1.